From a dataset of Catalyst prediction with 721,799 reactions and 888 catalyst types from USPTO. Predict which catalyst facilitates the given reaction. (1) Reactant: C(OC([N:8]1[CH2:32][CH:31]([C:33]2[CH:38]=[CH:37][CH:36]=[CH:35][CH:34]=2)[C:11]2[N:12]=[C:13]([NH:16][C:17]3[CH:22]=[CH:21][C:20]([N:23]4[CH:27]=[C:26]([CH3:28])[N:25]=[CH:24]4)=[C:19]([O:29][CH3:30])[CH:18]=3)[N:14]=[CH:15][C:10]=2[CH2:9]1)=O)(C)(C)C.[Cl-:39]. Product: [ClH:39].[CH3:30][O:29][C:19]1[CH:18]=[C:17]([NH:16][C:13]2[N:14]=[CH:15][C:10]3[CH2:9][NH:8][CH2:32][CH:31]([C:33]4[CH:38]=[CH:37][CH:36]=[CH:35][CH:34]=4)[C:11]=3[N:12]=2)[CH:22]=[CH:21][C:20]=1[N:23]1[CH:27]=[C:26]([CH3:28])[N:25]=[CH:24]1. The catalyst class is: 268. (2) Reactant: [F:1][C:2]([F:23])([F:22])[C:3]1[CH:17]=[C:16]([C:18]([F:21])([F:20])[F:19])[CH:15]=[CH:14][C:4]=1[CH2:5][N:6]1[CH2:11][CH2:10][CH:9]([CH:12]=O)[CH2:8][CH2:7]1.[CH3:24][N:25]([CH3:36])[C:26](=[O:35])[CH2:27][NH:28][C:29]1[CH2:33][S:32][C:31](=[O:34])[N:30]=1.C([O-])(=O)C.[NH2+]1CCCCC1. Product: [F:23][C:2]([F:1])([F:22])[C:3]1[CH:17]=[C:16]([C:18]([F:21])([F:20])[F:19])[CH:15]=[CH:14][C:4]=1[CH2:5][N:6]1[CH2:11][CH2:10][CH:9](/[CH:12]=[C:33]2/[C:29]([NH:28][CH2:27][C:26]([N:25]([CH3:36])[CH3:24])=[O:35])=[N:30][C:31](=[O:34])[S:32]/2)[CH2:8][CH2:7]1. The catalyst class is: 41. (3) Reactant: C([O:3][C:4](=O)[C:5]1[CH:10]=[CH:9][C:8]([O:11][C:12]2[CH:13]=[N:14][CH:15]=[CH:16][CH:17]=2)=[CH:7][C:6]=1[CH2:18][N:19](CC1C=CC(OC)=CC=1OC)[CH2:20][C:21]([O:23][CH2:24][CH3:25])=[O:22])C.CCC([O-])(C)C.[K+].S(Cl)(Cl)=O. Product: [CH2:24]([O:23][C:21]([C:20]1[N:19]=[CH:18][C:6]2[C:5]([C:4]=1[OH:3])=[CH:10][CH:9]=[C:8]([O:11][C:12]1[CH:13]=[N:14][CH:15]=[CH:16][CH:17]=1)[CH:7]=2)=[O:22])[CH3:25]. The catalyst class is: 76. (4) Reactant: [OH:1][C:2]1[C:7]([O:8][CH3:9])=[C:6]([O:10][CH3:11])[N:5](CC2C=CC(OC)=CC=2)[C:4](=[O:21])[C:3]=1[C:22]([NH:24][CH2:25][CH:26]([CH3:29])[CH2:27][CH3:28])=[O:23]. Product: [OH:1][C:2]1[C:7]([O:8][CH3:9])=[C:6]([O:10][CH3:11])[NH:5][C:4](=[O:21])[C:3]=1[C:22]([NH:24][CH2:25][CH:26]([CH3:29])[CH2:27][CH3:28])=[O:23]. The catalyst class is: 304. (5) Reactant: [CH2:1]([C:8]1[S:9][C:10]2[CH:16]=[C:15]([CH3:17])[CH:14]=[CH:13][C:11]=2[N:12]=1)[C:2]1[CH:7]=[CH:6][CH:5]=[CH:4][CH:3]=1.C1C(=O)N([Br:25])C(=O)C1.CC(N=NC(C#N)(C)C)(C#N)C.C(Cl)(Cl)(Cl)Cl. Product: [CH2:1]([C:8]1[S:9][C:10]2[CH:16]=[C:15]([CH2:17][Br:25])[CH:14]=[CH:13][C:11]=2[N:12]=1)[C:2]1[CH:7]=[CH:6][CH:5]=[CH:4][CH:3]=1. The catalyst class is: 22. (6) The catalyst class is: 12. Reactant: [CH2:1]([N:3]([CH2:46][CH3:47])[C:4]1[CH:9]=[CH:8][C:7]([NH:10][C:11]([C:13]2[CH:14]=[C:15]([CH:23]=[CH:24][CH:25]=2)[C:16]([O:18]C(C)(C)C)=[O:17])=[O:12])=[C:6]([C:26]2[CH:31]=[C:30]([C:32](=[O:45])[NH:33][CH2:34][C:35]3[CH:40]=[CH:39][CH:38]=[C:37]([C:41]([F:44])([F:43])[F:42])[CH:36]=3)[CH:29]=[CH:28][N:27]=2)[CH:5]=1)[CH3:2].Cl. Product: [CH2:46]([N:3]([CH2:1][CH3:2])[C:4]1[CH:9]=[CH:8][C:7]([NH:10][C:11]([C:13]2[CH:14]=[C:15]([CH:23]=[CH:24][CH:25]=2)[C:16]([OH:18])=[O:17])=[O:12])=[C:6]([C:26]2[CH:31]=[C:30]([C:32](=[O:45])[NH:33][CH2:34][C:35]3[CH:40]=[CH:39][CH:38]=[C:37]([C:41]([F:42])([F:43])[F:44])[CH:36]=3)[CH:29]=[CH:28][N:27]=2)[CH:5]=1)[CH3:47]. (7) Reactant: [CH:1]1([C:4]2[CH:5]=[CH:6][C:7]([N+:23]([O-])=O)=[C:8]([NH:10][CH:11]3[CH2:16][CH2:15][N:14]([CH:17]4[CH2:22][CH2:21][O:20][CH2:19][CH2:18]4)[CH2:13][CH2:12]3)[CH:9]=2)[CH2:3][CH2:2]1.[Sn](Cl)Cl.Cl. Product: [CH:1]1([C:4]2[CH:9]=[C:8]([NH:10][CH:11]3[CH2:16][CH2:15][N:14]([CH:17]4[CH2:22][CH2:21][O:20][CH2:19][CH2:18]4)[CH2:13][CH2:12]3)[C:7]([NH2:23])=[CH:6][CH:5]=2)[CH2:2][CH2:3]1. The catalyst class is: 8. (8) Reactant: [CH3:1][CH:2]([C:4]1[N:8]([CH2:9][CH2:10][C@@H:11]([OH:19])[CH2:12][C@@H:13]([OH:18])[CH2:14][C:15]([O-:17])=[O:16])[C:7]([C:20]2[CH:21]=[CH:22][C:23]([F:26])=[CH:24][CH:25]=2)=[C:6]([C:27]2[CH:28]=[CH:29][CH:30]=[CH:31][CH:32]=2)[C:5]=1[C:33]([NH:35][C:36]1[CH:37]=[CH:38][CH:39]=[CH:40][CH:41]=1)=[O:34])[CH3:3].[CH3:3][CH:2]([C:4]1[N:8]([CH2:9][CH2:10][C@@H:11]([OH:19])[CH2:12][C@@H:13]([OH:18])[CH2:14][C:15]([O-:17])=[O:16])[C:7]([C:20]2[CH:25]=[CH:24][C:23]([F:26])=[CH:22][CH:21]=2)=[C:6]([C:27]2[CH:32]=[CH:31][CH:30]=[CH:29][CH:28]=2)[C:5]=1[C:33]([NH:35][C:36]1[CH:41]=[CH:40][CH:39]=[CH:38][CH:37]=1)=[O:34])[CH3:1].[Ca+2].CCCCCCC. Product: [CH3:3][CH:2]([C:4]1[N:8]([CH2:9][CH2:10][C@@H:11]([OH:19])[CH2:12][C@@H:13]([OH:18])[CH2:14][C:15]([OH:17])=[O:16])[C:7]([C:20]2[CH:25]=[CH:24][C:23]([F:26])=[CH:22][CH:21]=2)=[C:6]([C:27]2[CH:32]=[CH:31][CH:30]=[CH:29][CH:28]=2)[C:5]=1[C:33]([NH:35][C:36]1[CH:41]=[CH:40][CH:39]=[CH:38][CH:37]=1)=[O:34])[CH3:1]. The catalyst class is: 7.